From a dataset of Catalyst prediction with 721,799 reactions and 888 catalyst types from USPTO. Predict which catalyst facilitates the given reaction. (1) Reactant: [F:1][C:2]1[CH:7]=[C:6]([C:8]([F:11])([F:10])[F:9])[CH:5]=[CH:4][C:3]=1[C:12]1[N:20]=[CH:19][N:18]=[C:17]2[C:13]=1[NH:14][C:15](=[O:29])[N:16]2[C:21]1[CH:26]=[CH:25][C:24]([O:27]C)=[CH:23][CH:22]=1.B(Br)(Br)Br.CO.O. Product: [F:1][C:2]1[CH:7]=[C:6]([C:8]([F:9])([F:10])[F:11])[CH:5]=[CH:4][C:3]=1[C:12]1[N:20]=[CH:19][N:18]=[C:17]2[C:13]=1[NH:14][C:15](=[O:29])[N:16]2[C:21]1[CH:26]=[CH:25][C:24]([OH:27])=[CH:23][CH:22]=1. The catalyst class is: 4. (2) Reactant: C1(O[C:8](=[O:20])[NH:9][C:10]2[CH:11]=[N:12][C:13]([C:16]([F:19])([F:18])[F:17])=[CH:14][CH:15]=2)C=CC=CC=1.[Cl:21][C:22]1[CH:28]=[C:27]([O:29][C:30]2[C:31]3[N:38]([CH3:39])[CH:37]=[CH:36][C:32]=3[N:33]=[CH:34][N:35]=2)[CH:26]=[CH:25][C:23]=1[NH2:24].N1C=CC=CC=1. Product: [Cl:21][C:22]1[CH:28]=[C:27]([O:29][C:30]2[C:31]3[N:38]([CH3:39])[CH:37]=[CH:36][C:32]=3[N:33]=[CH:34][N:35]=2)[CH:26]=[CH:25][C:23]=1[NH:24][C:8]([NH:9][C:10]1[CH:11]=[N:12][C:13]([C:16]([F:17])([F:18])[F:19])=[CH:14][CH:15]=1)=[O:20]. The catalyst class is: 60. (3) Reactant: [Cl-].[NH4+].[Cl:3][C:4]1[CH:9]=[CH:8][C:7]([N+:10]([O-])=O)=[C:6]([S:13][C:14]2[CH:19]=[CH:18][C:17]([Cl:20])=[CH:16][CH:15]=2)[CH:5]=1. Product: [Cl:3][C:4]1[CH:9]=[CH:8][C:7]([NH2:10])=[C:6]([S:13][C:14]2[CH:19]=[CH:18][C:17]([Cl:20])=[CH:16][CH:15]=2)[CH:5]=1. The catalyst class is: 190. (4) Reactant: [C:1]([OH:11])(=O)/[CH:2]=[CH:3]/[C:4]1[CH:9]=[CH:8][CH:7]=[CH:6][CH:5]=1.[C:12]1([CH3:24])[CH:17]=[CH:16][CH:15]=[CH:14][C:13]=1[N:18]1[CH2:23][CH2:22][NH:21][CH2:20][CH2:19]1.CCN(CC)CC.C(P1(=O)OP(CCC)(=O)OP(CCC)(=O)O1)CC. Product: [C:4]1(/[CH:3]=[CH:2]/[C:1]([N:21]2[CH2:22][CH2:23][N:18]([C:13]3[CH:14]=[CH:15][CH:16]=[CH:17][C:12]=3[CH3:24])[CH2:19][CH2:20]2)=[O:11])[CH:5]=[CH:6][CH:7]=[CH:8][CH:9]=1. The catalyst class is: 2.